From a dataset of Reaction yield outcomes from USPTO patents with 853,638 reactions. Predict the reaction yield, written as a fraction of the theoretical maximum amount of product (1.0 means a 100% yield; for example, 0.34 means a 34% yield). The reactants are ON1C2C=CC=CC=2N=N1.Cl.C(N=C=NCCCN(C)C)C.CN1CCOCC1.[CH3:30][N:31]([CH3:35])[CH2:32][CH2:33][NH2:34].[O:36]=[C:37]1[C:46]2[NH:47][CH:48]=[C:49]([C:50](O)=[O:51])[C:45]=2[C:44]2[CH:43]=[CH:42][CH:41]=[CH:40][C:39]=2[NH:38]1.[Cl-].[Na+]. The catalyst is CN(C)C=O.C(OCC)(=O)C. The product is [CH3:30][N:31]([CH3:35])[CH2:32][CH2:33][NH:34][C:50]([C:49]1[C:45]2[C:44]3[CH:43]=[CH:42][CH:41]=[CH:40][C:39]=3[NH:38][C:37](=[O:36])[C:46]=2[NH:47][CH:48]=1)=[O:51]. The yield is 0.130.